Dataset: Forward reaction prediction with 1.9M reactions from USPTO patents (1976-2016). Task: Predict the product of the given reaction. (1) Given the reactants C(OC([N:8]1[C:12]2[CH:13]=[CH:14][CH:15]=[CH:16][C:11]=2[N:10]=[C:9]1[CH2:17][N:18]([CH2:29][CH2:30][CH2:31][CH2:32][N:33]1C(=O)C2C(=CC=CC=2)C1=O)[CH:19]1[CH2:28][CH2:27][CH2:26][C:25]2[N:24]=[CH:23][CH:22]=[N:21][C:20]1=2)=O)(C)(C)C.O.NN, predict the reaction product. The product is: [NH:8]1[C:12]2[CH:13]=[CH:14][CH:15]=[CH:16][C:11]=2[N:10]=[C:9]1[CH2:17][N:18]([CH:19]1[CH2:28][CH2:27][CH2:26][C:25]2[N:24]=[CH:23][CH:22]=[N:21][C:20]1=2)[CH2:29][CH2:30][CH2:31][CH2:32][NH2:33]. (2) The product is: [CH2:11]([O:10][C:8](=[O:9])[CH2:7][O:37][C:34]1[CH:33]=[CH:32][C:31]([C@@H:28]2[CH2:29][CH2:30][C@H:26]([NH:25][C@@H:23]([C:13]3[C:22]4[C:17](=[CH:18][CH:19]=[CH:20][CH:21]=4)[CH:16]=[CH:15][CH:14]=3)[CH3:24])[CH2:27]2)=[CH:36][CH:35]=1)[CH3:12]. Given the reactants CN(C)C=O.Br[CH2:7][C:8]([O:10][CH2:11][CH3:12])=[O:9].[C:13]1([C@H:23]([NH:25][C@H:26]2[CH2:30][CH2:29][C@@H:28]([C:31]3[CH:36]=[CH:35][C:34]([OH:37])=[CH:33][CH:32]=3)[CH2:27]2)[CH3:24])[C:22]2[C:17](=[CH:18][CH:19]=[CH:20][CH:21]=2)[CH:16]=[CH:15][CH:14]=1.C(=O)([O-])[O-].[K+].[K+], predict the reaction product.